The task is: Regression. Given a peptide amino acid sequence and an MHC pseudo amino acid sequence, predict their binding affinity value. This is MHC class I binding data.. This data is from Peptide-MHC class I binding affinity with 185,985 pairs from IEDB/IMGT. (1) The binding affinity (normalized) is 0.232. The MHC is HLA-B44:03 with pseudo-sequence HLA-B44:03. The peptide sequence is AELEDGAYR. (2) The peptide sequence is SMLCWLGMT. The MHC is HLA-A02:11 with pseudo-sequence HLA-A02:11. The binding affinity (normalized) is 0.635. (3) The peptide sequence is MVDESMMMS. The MHC is HLA-A01:01 with pseudo-sequence HLA-A01:01. The binding affinity (normalized) is 0.122. (4) The MHC is HLA-B54:01 with pseudo-sequence YYAGYRNIYAQTDESNLYWTYNLYTWAVLAYTWY. The peptide sequence is VSFIEFVGW. The binding affinity (normalized) is 0. (5) The peptide sequence is LEACYKRSV. The MHC is HLA-A24:03 with pseudo-sequence HLA-A24:03. The binding affinity (normalized) is 0.0847. (6) The peptide sequence is VIHTNHSDI. The MHC is HLA-A02:06 with pseudo-sequence HLA-A02:06. The binding affinity (normalized) is 0.